Dataset: Full USPTO retrosynthesis dataset with 1.9M reactions from patents (1976-2016). Task: Predict the reactants needed to synthesize the given product. (1) The reactants are: [Cl:1][C:2]1[CH:3]=[CH:4][C:5]([OH:11])=[C:6]([CH:10]=1)[C:7]([OH:9])=O.[Cl:12][C:13]1[CH:19]=[C:18]([O:20][CH3:21])[CH:17]=[CH:16][C:14]=1[NH2:15]. Given the product [Cl:1][C:2]1[CH:3]=[CH:4][C:5]([OH:11])=[C:6]([CH:10]=1)[C:7]([NH:15][C:14]1[CH:16]=[CH:17][C:18]([O:20][CH3:21])=[CH:19][C:13]=1[Cl:12])=[O:9], predict the reactants needed to synthesize it. (2) Given the product [Cl:1][C:2]1[CH:11]=[CH:10][C:9]2[C:4](=[CH:5][CH:6]=[C:7]([Cl:13])[C:8]=2[NH:12][C:21](=[O:22])[CH2:20][CH:14]2[CH2:19][CH2:18][CH2:17][CH2:16][CH2:15]2)[N:3]=1, predict the reactants needed to synthesize it. The reactants are: [Cl:1][C:2]1[CH:11]=[CH:10][C:9]2[C:8]([NH2:12])=[C:7]([Cl:13])[CH:6]=[CH:5][C:4]=2[N:3]=1.[CH:14]1([CH2:20][C:21](O)=[O:22])[CH2:19][CH2:18][CH2:17][CH2:16][CH2:15]1.C1CN([P+](Br)(N2CCCC2)N2CCCC2)CC1.F[P-](F)(F)(F)(F)F.Cl. (3) Given the product [S:9]([Li:11])[Li:10].[P:12]12([S:14][P:15]3([S:17][P:18]([S:21][P:22]([S:25]3)([S:24]1)=[S:23])(=[S:19])[S:20]2)=[S:16])=[S:13].[F:6][F:8], predict the reactants needed to synthesize it. The reactants are: [S-2].[Li+].[Li+].[P]=S.[F-:6].[Li+].[F-:8].[S:9]([Li:11])[Li:10].[P:12]12([S:24][P:22]3([S:25][P:15]([S:17][P:18]([S:21]3)([S:20]1)=[S:19])(=[S:16])[S:14]2)=[S:23])=[S:13].FF. (4) Given the product [C:1]1([S:7]([O:10][C:11]2[C:20]([Br:21])=[C:19]3[C:14]([CH:15]=[CH:16][C:17]([CH:22]([OH:26])[CH2:23][CH:24]=[O:35])=[N:18]3)=[CH:13][CH:12]=2)(=[O:8])=[O:9])[CH:2]=[CH:3][CH:4]=[CH:5][CH:6]=1, predict the reactants needed to synthesize it. The reactants are: [C:1]1([S:7]([O:10][C:11]2[C:20]([Br:21])=[C:19]3[C:14]([CH:15]=[CH:16][C:17]([CH:22]([OH:26])[CH2:23][CH:24]=C)=[N:18]3)=[CH:13][CH:12]=2)(=[O:9])=[O:8])[CH:6]=[CH:5][CH:4]=[CH:3][CH:2]=1.N1C(C)=CC=CC=1C.[OH2:35].C(Cl)Cl. (5) Given the product [OH:11][C:7]1[CH:6]=[C:3]2[C:2](=[CH:9][C:8]=1[OH:10])[O:1][C:15](=[O:14])[C:16]([C:17]1[N:18]=[N:19][NH:20][N:21]=1)=[CH:4]2, predict the reactants needed to synthesize it. The reactants are: [OH:1][C:2]1[CH:9]=[C:8]([OH:10])[C:7]([OH:11])=[CH:6][C:3]=1[CH:4]=O.C([O:14][C:15](=O)[CH2:16][C:17]1[N:18]=[N:19][NH:20][N:21]=1)C.N1CCCCC1.C(O)(=O)C. (6) Given the product [C:19]([O:22][C@@H:23]1[C@@H:28]([O:29][C:30](=[O:32])[CH3:31])[C@H:27]([O:33][C:34](=[O:36])[CH3:35])[C@@H:26]([CH2:37][O:38][C:39](=[O:41])[CH3:40])[O:25][C@H:24]1[O:17][C:10]1[C:9]([CH2:8][C:5]2[CH:6]=[CH:7][C:2]([Br:1])=[CH:3][C:4]=2[CH3:18])=[C:13]([CH:14]([CH3:15])[CH3:16])[NH:12][N:11]=1)(=[O:21])[CH3:20], predict the reactants needed to synthesize it. The reactants are: [Br:1][C:2]1[CH:7]=[CH:6][C:5]([CH2:8][C:9]2[C:10]([OH:17])=[N:11][NH:12][C:13]=2[CH:14]([CH3:16])[CH3:15])=[C:4]([CH3:18])[CH:3]=1.[C:19]([O:22][C@@H:23]1[C@@H:28]([O:29][C:30](=[O:32])[CH3:31])[C@H:27]([O:33][C:34](=[O:36])[CH3:35])[C@@H:26]([CH2:37][O:38][C:39](=[O:41])[CH3:40])[O:25][C@@H:24]1Br)(=[O:21])[CH3:20].C(=O)([O-])[O-].[K+].[K+].ClCCl.